This data is from Forward reaction prediction with 1.9M reactions from USPTO patents (1976-2016). The task is: Predict the product of the given reaction. (1) Given the reactants [CH3:1][O:2][C:3]1[CH:4]=[CH:5][CH:6]=[C:7]2[C:12]=1[CH2:11][CH:10]([NH:13][CH2:14][CH2:15][CH3:16])[CH2:9][CH2:8]2.[N:17]1[N:21]2[CH:22]=[CH:23][CH:24]=[CH:25][C:20]2=[C:19]([CH2:26][C:27](O)=O)[CH:18]=1, predict the reaction product. The product is: [CH3:1][O:2][C:3]1[CH:4]=[CH:5][CH:6]=[C:7]2[C:12]=1[CH2:11][CH:10]([N:13]([CH2:14][CH2:15][CH3:16])[CH2:27][CH2:26][C:19]1[CH:18]=[N:17][N:21]3[CH:22]=[CH:23][CH:24]=[CH:25][C:20]=13)[CH2:9][CH2:8]2. (2) Given the reactants [F:1][C:2]1[CH:7]=[C:6]([S:8]([CH3:11])(=[O:10])=[O:9])[CH:5]=[CH:4][C:3]=1[C:12]1[O:13][C:14]([C:17]([OH:19])=O)=[CH:15][N:16]=1.[C:20]([O:24][C:25]([N:27]1[CH2:32][CH2:31][CH:30]([NH:33][CH:34]2[CH2:36][CH2:35]2)[CH2:29][CH2:28]1)=[O:26])([CH3:23])([CH3:22])[CH3:21], predict the reaction product. The product is: [C:20]([O:24][C:25]([N:27]1[CH2:32][CH2:31][CH:30]([N:33]([CH:34]2[CH2:35][CH2:36]2)[C:17]([C:14]2[O:13][C:12]([C:3]3[CH:4]=[CH:5][C:6]([S:8]([CH3:11])(=[O:9])=[O:10])=[CH:7][C:2]=3[F:1])=[N:16][CH:15]=2)=[O:19])[CH2:29][CH2:28]1)=[O:26])([CH3:23])([CH3:21])[CH3:22]. (3) The product is: [ClH:44].[ClH:64].[C:1]([C:4]1[CH:5]=[N:6][C:7]2[C:12]([C:13]=1[NH:14][C@H:15]1[CH2:20][CH2:19][C@H:18]([NH:21][C:22](=[O:35])[CH:23]([NH2:27])[CH:24]([CH3:26])[CH3:25])[CH2:17][CH2:16]1)=[N:11][C:10]([C:36]1[CH:41]=[C:40]([F:42])[C:39]([OH:43])=[C:38]([Cl:44])[CH:37]=1)=[CH:9][CH:8]=2)(=[O:3])[CH3:2]. Given the reactants [C:1]([C:4]1[CH:5]=[N:6][C:7]2[C:12]([C:13]=1[NH:14][C@H:15]1[CH2:20][CH2:19][C@H:18]([NH:21][C:22](=[O:35])[CH:23]([NH:27]C(=O)OC(C)(C)C)[CH:24]([CH3:26])[CH3:25])[CH2:17][CH2:16]1)=[N:11][C:10]([C:36]1[CH:41]=[C:40]([F:42])[C:39]([OH:43])=[C:38]([Cl:44])[CH:37]=1)=[CH:9][CH:8]=2)(=[O:3])[CH3:2].C(O)(C(F)(F)F)=O.C1(N)C(F)=C(F)C(F)=C(N)C=1F.[ClH:64].Cl, predict the reaction product. (4) Given the reactants [CH2:1]([C:3]1[S:29][C:6]2[N:7]([CH2:13][C:14]3[CH:19]=[CH:18][C:17]([C:20]4[C:21]([C:27]#[N:28])=[CH:22][CH:23]=[C:24]([CH3:26])[CH:25]=4)=[CH:16][CH:15]=3)[C:8](=[O:12])[NH:9][C:10](=[O:11])[C:5]=2[CH:4]=1)[CH3:2].Br[CH2:31][C:32]([C:34]1[CH:39]=[CH:38][C:37]([O:40][CH3:41])=[CH:36][CH:35]=1)=[O:33].CN(C)C=O.[H-].[Na+], predict the reaction product. The product is: [CH2:1]([C:3]1[S:29][C:6]2[N:7]([CH2:13][C:14]3[CH:15]=[CH:16][C:17]([C:20]4[C:21]([C:27]#[N:28])=[CH:22][CH:23]=[C:24]([CH3:26])[CH:25]=4)=[CH:18][CH:19]=3)[C:8](=[O:12])[N:9]([CH2:31][C:32]([C:34]3[CH:39]=[CH:38][C:37]([O:40][CH3:41])=[CH:36][CH:35]=3)=[O:33])[C:10](=[O:11])[C:5]=2[CH:4]=1)[CH3:2]. (5) Given the reactants CC[N:3]([CH:7]([CH3:9])C)[CH:4]([CH3:6])C.[Br:10][C:11]1[C:12](Cl)=[C:13]([C:19](=[O:26])[C:20]([O:22][CH:23]([CH3:25])[CH3:24])=[O:21])[C:14]([CH3:18])=[N:15][C:16]=1[CH3:17], predict the reaction product. The product is: [Br:10][C:11]1[C:12]([N:3]2[CH2:4][CH2:6][C:13]([C:14]#[N:15])([CH3:12])[CH2:9][CH2:7]2)=[C:13]([C:19](=[O:26])[C:20]([O:22][CH:23]([CH3:25])[CH3:24])=[O:21])[C:14]([CH3:18])=[N:15][C:16]=1[CH3:17].